Dataset: Forward reaction prediction with 1.9M reactions from USPTO patents (1976-2016). Task: Predict the product of the given reaction. (1) Given the reactants [NH2:1][C:2]1[S:3][CH:4]=[CH:5][N:6]=1.[CH:7]1[C:12]([S:13](Cl)(=[O:15])=[O:14])=[CH:11][CH:10]=[C:9]([I:17])[CH:8]=1.Cl.S1C(N)=NC=N1, predict the reaction product. The product is: [I:17][C:9]1[CH:8]=[CH:7][C:12]([S:13]([NH:1][C:2]2[S:3][CH:4]=[CH:5][N:6]=2)(=[O:15])=[O:14])=[CH:11][CH:10]=1. (2) Given the reactants [C:1]([O:5][C:6]([N:8]1[CH2:13][CH2:12][N:11]([C:14]2[CH:19]=[CH:18][C:17]([Cl:20])=[CH:16][CH:15]=2)[CH:10]([C:21]2[CH:26]=[CH:25][C:24]([CH:27]=O)=[CH:23][CH:22]=2)[CH2:9]1)=[O:7])([CH3:4])([CH3:3])[CH3:2].[CH2:29]([NH:31][CH2:32][CH3:33])[CH3:30].C(O[BH-](OC(=O)C)OC(=O)C)(=O)C.[Na+], predict the reaction product. The product is: [C:1]([O:5][C:6]([N:8]1[CH2:13][CH2:12][N:11]([C:14]2[CH:19]=[CH:18][C:17]([Cl:20])=[CH:16][CH:15]=2)[CH:10]([C:21]2[CH:26]=[CH:25][C:24]([CH2:27][N:31]([CH2:32][CH3:33])[CH2:29][CH3:30])=[CH:23][CH:22]=2)[CH2:9]1)=[O:7])([CH3:4])([CH3:2])[CH3:3]. (3) Given the reactants [C:1]([O:5][C:6](=[O:20])[N:7]([CH2:10][C:11]1[CH:16]=[CH:15][C:14]([Cl:17])=[C:13]([CH:18]=O)[CH:12]=1)[CH2:8][CH3:9])([CH3:4])([CH3:3])[CH3:2].[CH:21]1([NH2:24])[CH2:23][CH2:22]1.CCN(CC)CC.[BH4-].[Na+].C([O-])(O)=O.[Na+], predict the reaction product. The product is: [C:1]([O:5][C:6](=[O:20])[N:7]([CH2:10][C:11]1[CH:16]=[CH:15][C:14]([Cl:17])=[C:13]([CH2:18][NH:24][CH:21]2[CH2:23][CH2:22]2)[CH:12]=1)[CH2:8][CH3:9])([CH3:4])([CH3:3])[CH3:2]. (4) Given the reactants Cl.O1CCOCC1.[CH2:8]([O:14][CH2:15][CH2:16][O:17][CH2:18][CH2:19][NH:20]C(=O)OC(C)(C)C)[CH2:9][CH2:10][CH2:11][CH2:12][CH3:13].C([O-])([O-])=O.[K+].[K+], predict the reaction product. The product is: [CH2:8]([O:14][CH2:15][CH2:16][O:17][CH2:18][CH2:19][NH2:20])[CH2:9][CH2:10][CH2:11][CH2:12][CH3:13]. (5) Given the reactants [C:1]1([CH3:16])[CH:6]=[CH:5][CH:4]=[C:3]([C:7]2[O:8][C:9]3[CH2:10][NH:11][CH2:12][CH2:13][C:14]=3[N:15]=2)[CH:2]=1.Cl[C:18]1[N:25]=[CH:24][CH:23]=[CH:22][C:19]=1[C:20]#[N:21].CCN(C(C)C)C(C)C.O, predict the reaction product. The product is: [C:1]1([CH3:16])[CH:6]=[CH:5][CH:4]=[C:3]([C:7]2[O:8][C:9]3[CH2:10][N:11]([C:18]4[N:25]=[CH:24][CH:23]=[CH:22][C:19]=4[C:20]#[N:21])[CH2:12][CH2:13][C:14]=3[N:15]=2)[CH:2]=1. (6) Given the reactants S(=O)(=O)(O)O.[C:6]1([CH2:12][C:13]2[CH:21]=[CH:20][CH:19]=[C:15]([C:16]([OH:18])=[O:17])[C:14]=2[OH:22])[CH:11]=[CH:10][CH:9]=[CH:8][CH:7]=1.[CH3:23]O, predict the reaction product. The product is: [C:6]1([CH2:12][C:13]2[CH:21]=[CH:20][CH:19]=[C:15]([C:16]([O:18][CH3:23])=[O:17])[C:14]=2[OH:22])[CH:7]=[CH:8][CH:9]=[CH:10][CH:11]=1.